From a dataset of Full USPTO retrosynthesis dataset with 1.9M reactions from patents (1976-2016). Predict the reactants needed to synthesize the given product. Given the product [Cl:1][C:2]1[NH:10][C:9]2[C:8](=[O:14])[N:7]([CH2:15][CH2:16][CH2:17][C:18]3[CH:22]=[N:21][N:20]([CH2:37][CH2:38][N:39]4[CH2:43][CH2:42][CH2:41][CH2:40]4)[CH:19]=3)[C:6](=[O:23])[N:5]([CH2:24][CH2:25][CH2:26][CH2:27][CH3:28])[C:4]=2[N:3]=1, predict the reactants needed to synthesize it. The reactants are: [Cl:1][C:2]1[N:10](CC=C)[C:9]2[C:8](=[O:14])[N:7]([CH2:15][CH2:16][CH2:17][C:18]3[CH:19]=[N:20][NH:21][CH:22]=3)[C:6](=[O:23])[N:5]([CH2:24][CH2:25][CH2:26][CH2:27][CH3:28])[C:4]=2[N:3]=1.C(=O)([O-])[O-].[Na+].[Na+].Cl.Cl[CH2:37][CH2:38][N:39]1[CH2:43][CH2:42][CH2:41][CH2:40]1.